From a dataset of Experimentally validated miRNA-target interactions with 360,000+ pairs, plus equal number of negative samples. Binary Classification. Given a miRNA mature sequence and a target amino acid sequence, predict their likelihood of interaction. (1) The miRNA is hsa-miR-4755-3p with sequence AGCCAGGCUCUGAAGGGAAAGU. The protein sequence of the target gene is MMKFTVVAAALLLLGAVRAEEEDKKEDVGTVVGIDLGTTYSCVGVFKNGRVEIIANDQGNRITPSYVAFTPEGERLIGDAAKNQLTSNPENTVFDAKRLIGRTWNDPSVQQDIKFLPFKVVEKKTKPYIQVDIGGGQTKTFAPEEISAMVLTKMKETAEAYLGKKVTHAVVTVPAYFNDAQRQATKDAGTIAGLNVMRIINEPTAAAIAYGLDKREGEKNILVFDLGGGTFDVSLLTIDNGVFEVVATNGDTHLGGEDFDQRVMEHFIKLYKKKTGKDVRKDNRAVQKLRREVEKAKRAL.... Result: 0 (no interaction). (2) The miRNA is hsa-miR-5688 with sequence UAACAAACACCUGUAAAACAGC. The protein sequence of the target gene is MESMGRQDRRLHQQLKESSSRFQTLMKRLIAKYNQPFEDDPLVEMRTLTYETPQGLRVWGGKLMKKEDKEYTQVIDRLNGQAPEGDSESSGADTSLEENWPSCSSAMREASGDPRQRQPAVPGNTLETDLRRKYLTQVDILPQDEEYFKNAEKRGGKDTVMTWVPSVTSSVTPASGCQDAISAKSSGGPEVSALSSRGQGPSYPCPADMAIVARSDGLSLLGTSSNSVSSQSFEVDDLCNVTISDLYEGMMHSMSRLLRSKPSCIISTKTYINQSWKLRRRPSRKQGLHKNRTHCPRSKP.... Result: 0 (no interaction). (3) The miRNA is hsa-miR-7704 with sequence CGGGGUCGGCGGCGACGUG. The protein sequence of the target gene is MNSNVENLPPHIIRLVYKEVTTLTADPPDGIKVFPNEEDLTDLQVTIEGPEGTPYAGGLFRMKLLLGKDFPASPPKGYFLTKIFHPNVGANGEICVNVLKRDWTAELGIRHVLLTIKCLLIHPNPESALNEEAGRLLLENYEEYAARARLLTEIHGGAGGPSGRAEAGRALASGTEASSTDPGAPGGPGGAEGPMAKKHAGERDKKLAAKKKTDKKRALRRL. Result: 1 (interaction). (4) The miRNA is hsa-let-7b-3p with sequence CUAUACAACCUACUGCCUUCCC. The protein sequence of the target gene is MHVCCPPVTLEQDLHRKMHSWMLQTLAFAVTSLVLSCAETIDYYGEICDNACPCEEKDGILTVSCENRGIISLSEISPPRFPIYHLLLSGNLLSRLYPNEFVNYTGASILHLGSNVIQDIETGAFHGLRGLRRLHLNNNKLELLRDDTFLGLENLEYLQVDYNYISVIEPNAFGKLHMLQVLILNDNLLSGLPNNLFRFVPLTHLDLRGNRLKLLPYVGLLQHMDKVVELQLEENPWNCSCELISLKDWLDSISYSALVGDVVCETPFRLHGRDLDEVSKQELCPRKLISDYEMRPQTPL.... Result: 0 (no interaction). (5) The protein sequence of the target gene is MAALTAEHFAALQSLLKASSKDVVRQLCQESFSSSALGLKKLLDVTCSSLSVTQEEAEELLQALHRLTRLVAFRDLSSAEAILALFPENFHQNLKNLLTKIILEHVSTWRTEAQANQISLPRLVDLDWRVDIKTSSDSISRMAVPTCLLQMKIQEDPSLCGDKPSISAVTVELSKETLDTMLDGLGRIRDQLSAVASK. Result: 0 (no interaction). The miRNA is hsa-miR-214-3p with sequence ACAGCAGGCACAGACAGGCAGU. (6) The miRNA is hsa-miR-320c with sequence AAAAGCUGGGUUGAGAGGGU. The protein sequence of the target gene is MLCVAGAKLKRELDATATVLANRQDESEQSRKRLIEQSREFKKNTPEDLRKQVAPLLKSFQGEIDALSKRSKEAEAAFLTVYKRLIDVPDPVPALDVGQQLEIKVQRLHDIETENQKLRETLEEYNKEFAEVKNQEVTIKALKEKIREYEQTLKSQAETIALEKEQKLQNDFAEKERKLQETQMSTTSKLEEAEHKLQTLQTALEKTRTELFDLKTKYDEETTAKADEIEMIMTDLERANQRAEVAQREAETLREQLSSANHSLQLASQIQKAPDVAIEVLTRSSLEVELAAKEREIAQL.... Result: 0 (no interaction). (7) The miRNA is dme-miR-312-3p with sequence UAUUGCACUUGAGACGGCCUGA. The protein sequence of the target gene is MAHELVMFRDVAIDVSQEEWECLNPAQRNLYKEVMLENYSNLVSLGLSVSKPAVISSLEQGKEPWMVVREETGRWCPGTWKTWGFHNNFLDNNEATDINADLASRDEPQKLSPKRDIYETELSQWVNMEEFKSHSPERSIFSAIWEGNCHFEQHQGQEEGYFRQLMINHENMPIFSQHTLLTQEFYDREKISECKKCRKIFSYHLFFSHHKRTHSKELSECKECTEIVNTPCLFKQQTIQNGDKCNECKECWKAFVHCSQLKHLRIHNGEKRYECNECGKAFNYGSELTLHQRIHTGEKP.... Result: 0 (no interaction). (8) The miRNA is hsa-miR-3977 with sequence GUGCUUCAUCGUAAUUAACCUUA. The protein sequence of the target gene is MGDLPGLVRLSIALRIQPNDGPVFYKVDGQRFGQNRTIKLLTGSSYKVEVKIKPSTLQVENISIGGVLVPLELKSKEPDGDRVVYTGTYDTEGVTPTKSGERQPIQITMPFTDIGTFETVWQVKFYNYHKRDHCQWGSPFSVIEYECKPNETRSLMWVNKESFL. Result: 1 (interaction). (9) The miRNA is hsa-miR-5685 with sequence ACAGCCCAGCAGUUAUCACGGG. The protein sequence of the target gene is MFEDKPHAEGAAVVAAAGEALQALCQELNLDEGSAAEALDDFTAIRGNYSLEGEVTHWLACSLYVACRKSIIPTVGKGIMEGNCVSLTRILRSAKLSLIQFFSKMKKWMDMSNLPQEFRERIERLERNFEVSTVIFKKYEPIFLDIFQNPYEEPPKLPRSRKQRRIPCSVKDLFNFCWTLFVYTKGNFRMIGDDLVNSYHLLLCCLDLIFANAIMCPNRQDLLNPSFKGLPSDFHTADFTASEEPPCIIAVLCELHDGLLVEAKGIKEHYFKPYISKLFDRKILKGECLLDLSSFTDNSK.... Result: 1 (interaction). (10) The miRNA is hsa-miR-29b-3p with sequence UAGCACCAUUUGAAAUCAGUGUU. The protein sequence of the target gene is MMPMILTVFLSNNEQILTEVPITPETTCRDVVEFCKEPGEGSCHLAEVWRGNERPIPFDHMMYEHLQKWGPRREEVKFFLRHEDSPTENSEQGGRQTQEQRTQRNVINVPGEKRTENGVGNPRVELTLSELQDMAARQQQQIENQQQMLVAKEQRLHFLKQQERRQQQSISENEKLQKLKERVEAQENKLKKIRAMRGQVDYSKIMNGNLSAEIERFSAMFQEKKQEVQTAILRVDQLSQQLEDLKKGKLNGFQSYNGKLTGPAAVELKRLYQELQIRNQLNQEQNSKLQQQKELLNKRN.... Result: 1 (interaction).